Dataset: Catalyst prediction with 721,799 reactions and 888 catalyst types from USPTO. Task: Predict which catalyst facilitates the given reaction. Reactant: [Cl:1][C:2]1[CH:30]=[CH:29][C:5]([CH2:6][N:7]([CH2:25][CH:26]([CH3:28])[CH3:27])[S:8]([C:11]2[CH:16]=[CH:15][C:14]([O:17][C@@H:18]3[CH2:23][CH2:22][NH:21][CH2:20][C@H:19]3[OH:24])=[CH:13][CH:12]=2)(=[O:10])=[O:9])=[CH:4][CH:3]=1.C(N(CC)CC)C.[CH:38]([Si:41](OS(C(F)(F)F)(=O)=O)([CH:45]([CH3:47])[CH3:46])[CH:42]([CH3:44])[CH3:43])([CH3:40])[CH3:39].O. Product: [Cl:1][C:2]1[CH:30]=[CH:29][C:5]([CH2:6][N:7]([CH2:25][CH:26]([CH3:28])[CH3:27])[S:8]([C:11]2[CH:12]=[CH:13][C:14]([O:17][C@@H:18]3[CH2:23][CH2:22][NH:21][CH2:20][C@H:19]3[O:24][Si:41]([CH:45]([CH3:47])[CH3:46])([CH:42]([CH3:44])[CH3:43])[CH:38]([CH3:40])[CH3:39])=[CH:15][CH:16]=2)(=[O:10])=[O:9])=[CH:4][CH:3]=1. The catalyst class is: 2.